From a dataset of Full USPTO retrosynthesis dataset with 1.9M reactions from patents (1976-2016). Predict the reactants needed to synthesize the given product. (1) Given the product [CH3:1][CH:2]1[CH:7]=[C:6]([CH3:8])[CH2:5][CH2:4][C:3]1([CH:9]([OH:10])[CH2:16][CH:15]=[CH2:14])[C:11]([CH3:13])=[CH2:12], predict the reactants needed to synthesize it. The reactants are: [CH3:1][CH:2]1[CH:7]=[C:6]([CH3:8])[CH2:5][CH2:4][C:3]1([C:11]([CH3:13])=[CH2:12])[CH:9]=[O:10].[CH2:14]([Mg]Cl)[CH:15]=[CH2:16]. (2) Given the product [NH2:9][C:5]1([C:6]([OH:15])=[O:11])[CH2:12][CH2:13][C:2]([F:14])([F:1])[CH2:3][CH2:4]1, predict the reactants needed to synthesize it. The reactants are: [F:1][C:2]1([F:14])[CH2:13][CH2:12][C:5]2([NH:9]C(=O)N[C:6]2=[O:11])[CH2:4][CH2:3]1.[OH-:15].[K+].